Dataset: Reaction yield outcomes from USPTO patents with 853,638 reactions. Task: Predict the reaction yield, written as a fraction of the theoretical maximum amount of product (1.0 means a 100% yield; for example, 0.34 means a 34% yield). (1) The reactants are [CH3:1][O:2][C:3]([C:5]1([C:8]2[CH:13]=[CH:12][C:11]([O:14][CH3:15])=[CH:10][CH:9]=2)[CH2:7][CH2:6]1)=[O:4].[N+:16]([O-])([OH:18])=[O:17].Cl. The catalyst is CC(OC(C)=O)=O.CC(O)=O. The product is [CH3:1][O:2][C:3]([C:5]1([C:8]2[CH:9]=[CH:10][C:11]([O:14][CH3:15])=[C:12]([N+:16]([O-:18])=[O:17])[CH:13]=2)[CH2:6][CH2:7]1)=[O:4]. The yield is 0.980. (2) The reactants are [CH3:1][C:2]1[C:10]2[C:9]([CH2:11][N:12]3[C:16]4[CH:17]=[CH:18][CH:19]=[CH:20][C:15]=4[N:14]([CH:21]([CH2:35][CH2:36][CH3:37])[CH2:22][C:23]([NH:25][S:26]([C:29]4[CH:34]=[CH:33][CH:32]=[CH:31][CH:30]=4)(=[O:28])=[O:27])=[O:24])[C:13]3=[O:38])=[CH:8][S:7][C:6]=2[CH:5]=[CH:4][CH:3]=1.IC.[C:41](=O)([O-])[O-].[Cs+].[Cs+].[NH4+].[Cl-]. The catalyst is O.CN(C=O)C. The product is [CH3:41][N:25]([C:23](=[O:24])[CH2:22][CH:21]([N:14]1[C:15]2[CH:20]=[CH:19][CH:18]=[CH:17][C:16]=2[N:12]([CH2:11][C:9]2[C:10]3[C:2]([CH3:1])=[CH:3][CH:4]=[CH:5][C:6]=3[S:7][CH:8]=2)[C:13]1=[O:38])[CH2:35][CH2:36][CH3:37])[S:26]([C:29]1[CH:34]=[CH:33][CH:32]=[CH:31][CH:30]=1)(=[O:28])=[O:27]. The yield is 0.710.